From a dataset of Reaction yield outcomes from USPTO patents with 853,638 reactions. Predict the reaction yield, written as a fraction of the theoretical maximum amount of product (1.0 means a 100% yield; for example, 0.34 means a 34% yield). (1) The reactants are [Br:1]N1C(=O)CCC1=O.[S:9]1[CH:13]=[CH:12][C:11]([CH2:14][C:15]#[N:16])=[CH:10]1. The catalyst is C(Cl)(Cl)(Cl)Cl.Cl(O)(=O)(=O)=O.C([O-])(O)=O.[Na+]. The product is [Br:1][C:10]1[S:9][CH:13]=[CH:12][C:11]=1[CH2:14][C:15]#[N:16]. The yield is 0.430. (2) The reactants are [Br:1][C:2]1[C:7]([C:8]([OH:10])=[O:9])=[CH:6][N:5]=[CH:4][C:3]=1[Br:11].C(N1C=CN=C1)(N1[CH:18]=[CH:17]N=C1)=O.C(O)C. The catalyst is C(#N)C. The product is [CH2:17]([O:9][C:8](=[O:10])[C:7]1[C:2]([Br:1])=[C:3]([Br:11])[CH:4]=[N:5][CH:6]=1)[CH3:18]. The yield is 0.820. (3) The reactants are [Cl:1][C:2]1[C:3]([F:37])=[C:4]([C@@H:8]2[C@:12]([C:15]3[CH:20]=[CH:19][C:18]([Cl:21])=[CH:17][C:16]=3[F:22])([C:13]#[N:14])[C@H:11]([CH2:23][C:24]([CH3:27])([CH3:26])[CH3:25])[CH2:10][N:9]2[C:28]([NH:30][CH2:31][CH2:32][CH2:33][C:34]([OH:36])=O)=[O:29])[CH:5]=[CH:6][CH:7]=1.CC[N:40](C(C)C)C(C)C.CN(C(ON1N=NC2C=CC=NC1=2)=[N+](C)C)C.F[P-](F)(F)(F)(F)F.[Cl-].[NH4+]. The catalyst is CN(C)C=O. The product is [C:34]([CH2:33][CH2:32][CH2:31][NH:30][C:28]([N:9]1[CH2:10][CH:11]([CH2:23][C:24]([CH3:25])([CH3:26])[CH3:27])[C:12]([C:15]2[CH:20]=[CH:19][C:18]([Cl:21])=[CH:17][C:16]=2[F:22])([C:13]#[N:14])[CH:8]1[C:4]1[CH:5]=[CH:6][CH:7]=[C:2]([Cl:1])[C:3]=1[F:37])=[O:29])(=[O:36])[NH2:40]. The yield is 0.856. (4) The reactants are S[C:2]1[N:3]=[C:4]([OH:12])[C:5]2[C@H:10]([CH3:11])[CH2:9][CH2:8][C:6]=2[N:7]=1.[NH4+].[OH-]. The catalyst is O.[Ni]. The product is [CH3:11][C@H:10]1[C:5]2[C:4]([OH:12])=[N:3][CH:2]=[N:7][C:6]=2[CH2:8][CH2:9]1. The yield is 0.990. (5) The reactants are [CH3:1][C:2]1[C:10]([N+:11]([O-:13])=[O:12])=[CH:9][C:5]([C:6](O)=[O:7])=[CH:4][C:3]=1[N+:14]([O-:16])=[O:15].S(N)([NH2:20])(=O)=O.O. The catalyst is N1C=CC=CC=1. The product is [CH3:1][C:2]1[C:10]([N+:11]([O-:13])=[O:12])=[CH:9][C:5]([C:6]([NH2:20])=[O:7])=[CH:4][C:3]=1[N+:14]([O-:16])=[O:15]. The yield is 0.913. (6) The reactants are [NH2:1][C:2]([C:9]1[S:10][CH:11]=[CH:12][CH:13]=1)([CH3:8])[C:3](OCC)=[O:4].[BH4-].[Na+]. The catalyst is O.C(O)C. The product is [NH2:1][C:2]([C:9]1[S:10][CH:11]=[CH:12][CH:13]=1)([CH3:8])[CH2:3][OH:4]. The yield is 0.840. (7) The reactants are [CH:1]1([NH2:7])[CH2:6][CH2:5][CH2:4][CH2:3][CH2:2]1.[C:8]([O:12][C:13](=[O:28])[CH2:14]/[C:15](=[CH:19]\[CH2:20][CH2:21][C:22]1[CH:27]=[CH:26][CH:25]=[CH:24][CH:23]=1)/[C:16]([OH:18])=[O:17])([CH3:11])([CH3:10])[CH3:9]. The catalyst is CO. The product is [CH:1]1([NH2:7])[CH2:6][CH2:5][CH2:4][CH2:3][CH2:2]1.[C:8]([O:12][C:13](=[O:28])[CH2:14][C@@H:15]([CH2:19][CH2:20][CH2:21][C:22]1[CH:23]=[CH:24][CH:25]=[CH:26][CH:27]=1)[C:16]([OH:18])=[O:17])([CH3:11])([CH3:9])[CH3:10]. The yield is 0.640. (8) The product is [ClH:39].[NH2:27][C@@H:18]([CH2:19][CH2:20][C:21]1[CH:22]=[CH:23][CH:24]=[CH:25][CH:26]=1)[C:17]([N:14]1[CH2:13][CH2:12][CH:11]([N:4]2[C:5]3[C:10](=[CH:9][CH:8]=[CH:7][CH:6]=3)[C:2]([CH3:37])([CH3:1])[C:3]2=[O:36])[CH2:16][CH2:15]1)=[O:35]. The reactants are [CH3:1][C:2]1([CH3:37])[C:10]2[C:5](=[CH:6][CH:7]=[CH:8][CH:9]=2)[N:4]([CH:11]2[CH2:16][CH2:15][N:14]([C:17](=[O:35])[C@@H:18]([NH:27]C(=O)OC(C)(C)C)[CH2:19][CH2:20][C:21]3[CH:26]=[CH:25][CH:24]=[CH:23][CH:22]=3)[CH2:13][CH2:12]2)[C:3]1=[O:36].Cl.[Cl:39][Si](C)(C)C.CO. The catalyst is C(OCC)C. The yield is 0.840.